This data is from Reaction yield outcomes from USPTO patents with 853,638 reactions. The task is: Predict the reaction yield, written as a fraction of the theoretical maximum amount of product (1.0 means a 100% yield; for example, 0.34 means a 34% yield). (1) The reactants are [NH2:1][CH2:2][CH2:3][O:4][C:5]1[CH:33]=[CH:32][C:8]2[NH:9][C:10]([C:15]3[C:16](=[O:31])[N:17]([NH:26][CH2:27][CH:28]4[CH2:30][CH2:29]4)[C:18]4[C:23]([C:24]=3[OH:25])=[CH:22][CH:21]=[CH:20][CH:19]=4)=[N:11][S:12](=[O:14])(=[O:13])[C:7]=2[CH:6]=1.[CH3:34][S:35](Cl)(=[O:37])=[O:36]. The catalyst is N1C=CC=CC=1. The product is [CH:28]1([CH2:27][NH:26][N:17]2[C:18]3[C:23](=[CH:22][CH:21]=[CH:20][CH:19]=3)[C:24]([OH:25])=[C:15]([C:10]3[NH:9][C:8]4[CH:32]=[CH:33][C:5]([O:4][CH2:3][CH2:2][NH:1][S:35]([CH3:34])(=[O:37])=[O:36])=[CH:6][C:7]=4[S:12](=[O:14])(=[O:13])[N:11]=3)[C:16]2=[O:31])[CH2:30][CH2:29]1. The yield is 0.290. (2) The reactants are O[C:2]1[CH:3]=[C:4]([CH:7]=[CH:8][C:9]=1O)[CH:5]=O.[C:11](=[O:14])([O-])[O-].[Cs+].[Cs+].S(O[CH2:22][CH2:23][CH2:24][CH2:25][CH2:26][CH2:27][CH2:28][CH2:29]/[CH:30]=[CH:31]\[CH2:32]/[CH:33]=[CH:34]\[CH2:35][CH2:36][CH2:37][CH2:38][CH3:39])(=O)(=O)C. The catalyst is COCCOCCOC. The product is [CH2:5]([C:4]1[C:3]([CH2:22][CH2:23][CH2:24][CH2:25][CH2:26][CH2:27][CH2:28][CH2:29]/[CH:30]=[CH:31]\[CH2:32]/[CH:33]=[CH:34]\[CH2:35][CH2:36][CH2:37][CH2:38][CH3:39])=[C:2]([CH:9]=[CH:8][CH:7]=1)[CH:11]=[O:14])[CH2:22][CH2:23][CH2:24][CH2:25][CH2:26][CH2:27][CH2:28]/[CH:29]=[CH:30]\[CH2:31]/[CH:32]=[CH:33]\[CH2:34][CH2:35][CH2:36][CH2:37][CH3:38]. The yield is 0.940. (3) The product is [CH2:35]([O:34][C:32]([N:1]([CH2:26][C:27]([O:29][CH3:30])=[O:28])[C@H:2]([CH2:11][O:12][CH2:13][O:14][CH3:15])[CH2:3][C:4]([O:6][C:7]([CH3:10])([CH3:8])[CH3:9])=[O:5])=[O:33])[CH:36]=[CH2:37]. The yield is 0.710. The reactants are [NH2:1][C@H:2]([CH2:11][O:12][CH2:13][O:14][CH3:15])[CH2:3][C:4]([O:6][C:7]([CH3:10])([CH3:9])[CH3:8])=[O:5].C(N(C(C)C)CC)(C)C.Br[CH2:26][C:27]([O:29][CH3:30])=[O:28].Cl[C:32]([O:34][CH2:35][CH:36]=[CH2:37])=[O:33]. The catalyst is CO.O. (4) The reactants are [N:1]1[C:6]2[NH:7][CH:8]=[CH:9][C:5]=2[CH:4]=[N:3][CH:2]=1.[I:10]N1C(=O)CCC1=O. The catalyst is C(#N)C. The product is [I:10][C:9]1[C:5]2[CH:4]=[N:3][CH:2]=[N:1][C:6]=2[NH:7][CH:8]=1. The yield is 0.810. (5) The reactants are Cl[CH2:2][CH2:3][CH2:4][O:5][C:6]1[CH:15]=[C:14]2[C:9]([C:10]([O:16][C:17]3[C:18]([CH3:27])=[N:19][C:20]4[C:25]([CH:26]=3)=[CH:24][CH:23]=[CH:22][CH:21]=4)=[CH:11][CH:12]=[N:13]2)=[CH:8][C:7]=1[O:28][CH3:29].C(=O)([O-])[O-].[K+].[K+].Cl.[NH2:37][C:38]([NH2:40])=[NH:39].[H-].[Na+]. The catalyst is O.CN(C)C=O. The product is [CH3:29][O:28][C:7]1[CH:8]=[C:9]2[C:14](=[CH:15][C:6]=1[O:5][CH2:4][CH2:3][CH2:2][NH:39][C:38]([NH2:40])=[NH:37])[N:13]=[CH:12][CH:11]=[C:10]2[O:16][C:17]1[C:18]([CH3:27])=[N:19][C:20]2[C:25]([CH:26]=1)=[CH:24][CH:23]=[CH:22][CH:21]=2. The yield is 0.170. (6) The reactants are [OH:1][CH2:2][C@@H:3]([NH:10][C:11](=[O:16])[CH2:12][CH2:13][CH:14]=[CH2:15])[C:4]1[CH:9]=[CH:8][CH:7]=[CH:6][CH:5]=1.[CH3:17][C@H:18]([CH2:22][CH:23]=[CH2:24])[C:19](O)=[O:20]. The product is [CH3:17][C@@H:18]([CH2:22][CH:23]=[CH2:24])[C:19]([O:1][CH2:2][C@H:3]([NH:10][C:11](=[O:16])[CH2:12][CH2:13][CH:14]=[CH2:15])[C:4]1[CH:9]=[CH:8][CH:7]=[CH:6][CH:5]=1)=[O:20]. The catalyst is C(Cl)Cl. The yield is 0.740. (7) The reactants are [Cl:1][C:2]1[CH:7]=[CH:6][C:5]([NH:8][C:9](=[O:16])[O:10][CH2:11][C:12]2([CH3:15])[CH2:14][O:13]2)=[CH:4][CH:3]=1.[N+]([C:20]1[NH:21][CH:22]=[C:23]([N+:25]([O-:27])=[O:26])[N:24]=1)([O-])=O.C([O-])(=O)C.[Na+]. The catalyst is C(O)C. The product is [Cl:1][C:2]1[CH:3]=[CH:4][C:5]([NH:8][C:9](=[O:16])[O:10][CH2:11][C:12]2([CH3:15])[O:13][C:20]3=[N:24][C:23]([N+:25]([O-:27])=[O:26])=[CH:22][N:21]3[CH2:14]2)=[CH:6][CH:7]=1. The yield is 0.220.